Dataset: Full USPTO retrosynthesis dataset with 1.9M reactions from patents (1976-2016). Task: Predict the reactants needed to synthesize the given product. The reactants are: [NH2:1][C:2]1[CH:3]=[C:4]([OH:8])[CH:5]=[CH:6][CH:7]=1.[Br:9][C:10]1[C:11]([NH:17][C:18]2[CH:19]=[C:20]([C:24]([O:26][CH3:27])=[O:25])[N:21]([CH3:23])[CH:22]=2)=[N:12][C:13](Cl)=[N:14][CH:15]=1. Given the product [Br:9][C:10]1[C:11]([NH:17][C:18]2[CH:19]=[C:20]([C:24]([O:26][CH3:27])=[O:25])[N:21]([CH3:23])[CH:22]=2)=[N:12][C:13]([NH:1][C:2]2[CH:7]=[CH:6][CH:5]=[C:4]([OH:8])[CH:3]=2)=[N:14][CH:15]=1, predict the reactants needed to synthesize it.